Dataset: Forward reaction prediction with 1.9M reactions from USPTO patents (1976-2016). Task: Predict the product of the given reaction. (1) Given the reactants [F:1][C:2]1[CH:7]=[C:6]([F:8])[CH:5]=[CH:4][C:3]=1[C:9]1([CH2:14][C:15]2[CH:16]=[CH:17][C:18](=[O:21])[NH:19][N:20]=2)[O:13][CH2:12][CH2:11][O:10]1.[CH3:22][C:23]1[CH:28]=[CH:27][CH:26]=[CH:25][C:24]=1B(O)O.N1C=CC=CC=1, predict the reaction product. The product is: [F:1][C:2]1[CH:7]=[C:6]([F:8])[CH:5]=[CH:4][C:3]=1[C:9]1([CH2:14][C:15]2[CH:16]=[CH:17][C:18](=[O:21])[N:19]([C:24]3[CH:25]=[CH:26][CH:27]=[CH:28][C:23]=3[CH3:22])[N:20]=2)[O:10][CH2:11][CH2:12][O:13]1. (2) Given the reactants [Cl:1][C:2]1[CH:10]=[C:9]([S:11]([CH3:14])(=[O:13])=[O:12])[CH:8]=[CH:7][C:3]=1[C:4]([OH:6])=[O:5].C(Cl)(=O)C(Cl)=O.[N+:21]([C:24]1[CH:29]=[CH:28][C:27](O)=[CH:26][CH:25]=1)([O-:23])=[O:22].C(N(CC)CC)C, predict the reaction product. The product is: [Cl:1][C:2]1[CH:10]=[C:9]([S:11]([CH3:14])(=[O:13])=[O:12])[CH:8]=[CH:7][C:3]=1[C:4]([O:6][C:27]1[CH:28]=[CH:29][C:24]([N+:21]([O-:23])=[O:22])=[CH:25][CH:26]=1)=[O:5]. (3) Given the reactants [NH2:1][C:2]1[CH:7]=[CH:6][C:5]([N:8]2[C:14](=[O:15])[CH2:13][C:12](=[O:16])[NH:11][C:10]3[C:17]4[C:22]([CH:23]=[CH:24][C:9]2=3)=[CH:21][CH:20]=[CH:19][CH:18]=4)=[CH:4][CH:3]=1.[C:25]1([CH2:31][S:32](Cl)(=[O:34])=[O:33])[CH:30]=[CH:29][CH:28]=[CH:27][CH:26]=1, predict the reaction product. The product is: [O:16]=[C:12]1[NH:11][C:10]2[C:17]3[C:22]([CH:23]=[CH:24][C:9]=2[N:8]([C:5]2[CH:6]=[CH:7][C:2]([NH:1][S:32]([CH2:31][C:25]4[CH:30]=[CH:29][CH:28]=[CH:27][CH:26]=4)(=[O:34])=[O:33])=[CH:3][CH:4]=2)[C:14](=[O:15])[CH2:13]1)=[CH:21][CH:20]=[CH:19][CH:18]=3. (4) Given the reactants [CH2:1]([O:8][NH:9][C:10]([C:12]1[CH:17]=[CH:16][CH:15]=[CH:14][C:13]=1[NH:18][CH2:19][C:20]1[CH:21]=[CH:22][C:23]([F:29])=[C:24]([CH:28]=1)[C:25](O)=[O:26])=[O:11])[C:2]1[CH:7]=[CH:6][CH:5]=[CH:4][CH:3]=1.[CH3:30][N:31]([CH2:33][CH2:34][CH2:35][NH2:36])[CH3:32], predict the reaction product. The product is: [CH2:1]([O:8][NH:9][C:10]([C:12]1[CH:17]=[CH:16][CH:15]=[CH:14][C:13]=1[NH:18][CH2:19][C:20]1[CH:21]=[CH:22][C:23]([F:29])=[C:24]([CH:28]=1)[C:25]([NH:36][CH2:35][CH2:34][CH2:33][N:31]([CH3:32])[CH3:30])=[O:26])=[O:11])[C:2]1[CH:7]=[CH:6][CH:5]=[CH:4][CH:3]=1.